From a dataset of Full USPTO retrosynthesis dataset with 1.9M reactions from patents (1976-2016). Predict the reactants needed to synthesize the given product. (1) Given the product [S:17]1[CH:18]=[CH:19][C:15]([CH2:13][C:22]([C:5]2[CH:6]=[CH:7][C:2]([Cl:1])=[CH:3][CH:4]=2)=[O:23])=[CH:16]1, predict the reactants needed to synthesize it. The reactants are: [Cl:1][C:2]1[CH:7]=[CH:6][C:5]([Mg]Br)=[CH:4][CH:3]=1.CON(C)[C:13]([C:15]1[CH:19]=[CH:18][S:17][CH:16]=1)=O.C[CH2:22][O:23]CC. (2) Given the product [CH3:1][O:2][C:3]1[S:7][C:6]([CH2:8][C:9]2[CH:10]=[CH:11][C:12]([NH:15][C:22]3[NH:26][CH2:25][CH2:24][N:23]=3)=[CH:13][CH:14]=2)=[CH:5][CH:4]=1, predict the reactants needed to synthesize it. The reactants are: [CH3:1][O:2][C:3]1[S:7][C:6]([CH2:8][C:9]2[CH:14]=[CH:13][C:12]([NH2:15])=[CH:11][CH:10]=2)=[CH:5][CH:4]=1.S(O)(O)(=O)=O.Cl[C:22]1[NH:23][CH2:24][CH2:25][N:26]=1.